From a dataset of Peptide-MHC class I binding affinity with 185,985 pairs from IEDB/IMGT. Regression. Given a peptide amino acid sequence and an MHC pseudo amino acid sequence, predict their binding affinity value. This is MHC class I binding data. (1) The peptide sequence is SQSDTVFDH. The MHC is HLA-A30:02 with pseudo-sequence HLA-A30:02. The binding affinity (normalized) is 0. (2) The peptide sequence is WVAGVQLLY. The MHC is HLA-A01:01 with pseudo-sequence HLA-A01:01. The binding affinity (normalized) is 0.661. (3) The peptide sequence is PLVQQEDDK. The MHC is HLA-B27:05 with pseudo-sequence HLA-B27:05. The binding affinity (normalized) is 0.0847.